This data is from Peptide-MHC class II binding affinity with 134,281 pairs from IEDB. The task is: Regression. Given a peptide amino acid sequence and an MHC pseudo amino acid sequence, predict their binding affinity value. This is MHC class II binding data. (1) The binding affinity (normalized) is 0.415. The MHC is HLA-DQA10401-DQB10402 with pseudo-sequence HLA-DQA10401-DQB10402. The peptide sequence is VIDWLVSNQSVRNRQEGLY. (2) The peptide sequence is NDVSTYASGKVWGQK. The MHC is DRB4_0101 with pseudo-sequence DRB4_0103. The binding affinity (normalized) is 0.269. (3) The peptide sequence is AVDGRFAVPQILGDE. The MHC is HLA-DPA10201-DPB10101 with pseudo-sequence HLA-DPA10201-DPB10101. The binding affinity (normalized) is 0.0715. (4) The peptide sequence is TLWQRPLVTIKIGGQLIEAL. The MHC is HLA-DPA10201-DPB10501 with pseudo-sequence HLA-DPA10201-DPB10501. The binding affinity (normalized) is 0.413. (5) The peptide sequence is ANWIEIMRIKKLTIT. The binding affinity (normalized) is 0.191. The MHC is DRB1_1602 with pseudo-sequence DRB1_1602. (6) The peptide sequence is TVMAPDKPSLDISLE. The MHC is HLA-DQA10102-DQB10501 with pseudo-sequence HLA-DQA10102-DQB10501. The binding affinity (normalized) is 0.331. (7) The peptide sequence is TKETETEAPAAPAEG. The MHC is DRB1_1501 with pseudo-sequence DRB1_1501. The binding affinity (normalized) is 0.0262.